Task: Predict which catalyst facilitates the given reaction.. Dataset: Catalyst prediction with 721,799 reactions and 888 catalyst types from USPTO (1) Reactant: [F:1][C:2]1[CH:7]=[C:6]([S:8]([CH3:11])(=[O:10])=[O:9])[CH:5]=[CH:4][C:3]=1[N:12]1[C:16]2=[N:17][CH:18]=[N:19][C:20]([O:21][CH:22]3[CH2:27][CH2:26][NH:25][CH2:24][CH2:23]3)=[C:15]2[CH:14]=[N:13]1.C(N(CC)CC)C.[CH2:35]([O:37][C:38]1[CH:46]=[CH:45][C:41]([C:42](Cl)=[O:43])=[CH:40][CH:39]=1)[CH3:36]. Product: [CH2:35]([O:37][C:38]1[CH:46]=[CH:45][C:41]([C:42]([N:25]2[CH2:24][CH2:23][CH:22]([O:21][C:20]3[N:19]=[CH:18][N:17]=[C:16]4[N:12]([C:3]5[CH:4]=[CH:5][C:6]([S:8]([CH3:11])(=[O:9])=[O:10])=[CH:7][C:2]=5[F:1])[N:13]=[CH:14][C:15]=34)[CH2:27][CH2:26]2)=[O:43])=[CH:40][CH:39]=1)[CH3:36]. The catalyst class is: 1. (2) Reactant: [C:1]([O:5][C:6]([N:8]1[CH2:13][CH2:12][CH2:11][CH2:10][C:9]1=O)=[O:7])([CH3:4])([CH3:3])[CH3:2].[NH2:15][C@H:16]([C:24]([NH2:26])=[O:25])[CH2:17][C:18]1[CH:23]=[CH:22][CH:21]=[CH:20][CH:19]=1. Product: [CH2:17]([C@@H:16]1[NH:15][C:11]2([CH2:12][CH2:13][N:8]([C:6]([O:5][C:1]([CH3:4])([CH3:3])[CH3:2])=[O:7])[CH2:9][CH2:10]2)[NH:26][C:24]1=[O:25])[C:18]1[CH:23]=[CH:22][CH:21]=[CH:20][CH:19]=1. The catalyst class is: 14. (3) Reactant: [O:1]1[CH2:6][CH2:5][N:4]([C:7]2[O:8][C:9]3[C:14]([C:15](=O)[CH:16]=2)=[CH:13][CH:12]=[CH:11][C:10]=3[C:18]2[CH:23]=[CH:22][CH:21]=[CH:20][CH:19]=2)[CH2:3][CH2:2]1.COC1C=CC(P2(SP(C3C=CC(OC)=CC=3)(=S)S2)=[S:33])=CC=1.C1(C)C=CC=CC=1. Product: [O:1]1[CH2:6][CH2:5][N:4]([C:7]2[O:8][C:9]3[C:14]([C:15](=[S:33])[CH:16]=2)=[CH:13][CH:12]=[CH:11][C:10]=3[C:18]2[CH:23]=[CH:22][CH:21]=[CH:20][CH:19]=2)[CH2:3][CH2:2]1. The catalyst class is: 13. (4) Reactant: [CH:1]12[N:8]([C:9]3[CH:32]=[CH:31][C:12]([CH2:13][NH:14][C:15]([NH:17][C:18]4[CH:26]=[CH:25][CH:24]=[C:23]5[C:19]=4[CH:20]=[N:21][N:22]5C(OC)=O)=[O:16])=[CH:11][C:10]=3[C:33]([F:36])([F:35])[F:34])[CH:5]([CH2:6][CH2:7]1)[CH2:4][CH2:3][CH2:2]2.[OH-].[Na+]. Product: [CH:5]12[N:8]([C:9]3[CH:32]=[CH:31][C:12]([CH2:13][NH:14][C:15]([NH:17][C:18]4[CH:26]=[CH:25][CH:24]=[C:23]5[C:19]=4[CH:20]=[N:21][NH:22]5)=[O:16])=[CH:11][C:10]=3[C:33]([F:34])([F:36])[F:35])[CH:1]([CH2:7][CH2:6]1)[CH2:2][CH2:3][CH2:4]2. The catalyst class is: 5. (5) Reactant: ClC1N=C(NCCC2C=CC=CC=2)C2C(=CC=CC=2)N=1.CS(NC1C=CC(B(O)O)=CC=1)(=O)=O.[C:35]1([CH:41](C2C=CC=CN=2)[CH2:42][NH:43][C:44]2[C:53]3[C:48](=[CH:49][CH:50]=[CH:51][CH:52]=3)[N:47]=[C:46]([C:54]3[CH:59]=[CH:58][C:57]([NH:60][S:61]([CH3:64])(=[O:63])=[O:62])=[CH:56][CH:55]=3)[N:45]=2)[CH:40]=[CH:39][CH:38]=[CH:37][CH:36]=1. Product: [CH2:42]([NH:43][C:44]1[C:53]2[C:48](=[CH:49][CH:50]=[CH:51][CH:52]=2)[N:47]=[C:46]([C:54]2[CH:55]=[CH:56][C:57]([NH:60][S:61]([CH3:64])(=[O:63])=[O:62])=[CH:58][CH:59]=2)[N:45]=1)[CH2:41][C:35]1[CH:40]=[CH:39][CH:38]=[CH:37][CH:36]=1. The catalyst class is: 147. (6) Reactant: [CH3:1][NH:2][CH2:3][C@H:4]([C:17]1[CH:26]=[CH:25][C:24]2[C:19](=[CH:20][CH:21]=[CH:22][CH:23]=2)[CH:18]=1)[C@@H:5]([C:11]1[CH:16]=[CH:15][CH:14]=[CH:13][CH:12]=1)[O:6][CH2:7][C:8](O)=[O:9].B.C1COCC1.C([O-])(O)=O.[Na+]. Product: [CH3:1][NH:2][CH2:3][C@H:4]([C:17]1[CH:26]=[CH:25][C:24]2[C:19](=[CH:20][CH:21]=[CH:22][CH:23]=2)[CH:18]=1)[C@@H:5]([C:11]1[CH:16]=[CH:15][CH:14]=[CH:13][CH:12]=1)[O:6][CH2:7][CH2:8][OH:9]. The catalyst class is: 1. (7) Reactant: C[O:2][C:3](=[O:27])[C@H:4]([NH:19][C:20]([O:22][C:23]([CH3:26])([CH3:25])[CH3:24])=[O:21])[C:5]#[C:6][CH2:7][C:8]1[CH:13]=[CH:12][C:11]([CH2:14][CH2:15][CH2:16][CH2:17][NH2:18])=[CH:10][CH:9]=1.O.[OH-].[Li+].Cl. Product: [NH2:18][CH2:17][CH2:16][CH2:15][CH2:14][C:11]1[CH:12]=[CH:13][C:8]([CH2:7][CH2:6][CH2:5][C@@H:4]([NH:19][C:20]([O:22][C:23]([CH3:26])([CH3:25])[CH3:24])=[O:21])[C:3]([OH:27])=[O:2])=[CH:9][CH:10]=1. The catalyst class is: 200. (8) Reactant: [N+:1]([C:4]1[CH:5]=[C:6]([NH:10][C:11]2[N:18]=[CH:17][CH:16]=[CH:15][C:12]=2[CH:13]=O)[CH:7]=[CH:8][CH:9]=1)([O-:3])=[O:2].[N:19]1[CH:24]=[CH:23][CH:22]=[C:21]([CH2:25][CH2:26][CH2:27][CH2:28][CH2:29][C:30](OC)=[O:31])[CH:20]=1.[Li+].CC([N-]C(C)C)C. Product: [N+:1]([C:4]1[CH:5]=[C:6]([N:10]2[C:11]3[C:12](=[CH:15][CH:16]=[CH:17][N:18]=3)[CH:13]=[C:29]([CH2:28][CH2:27][CH2:26][CH2:25][C:21]3[CH:20]=[N:19][CH:24]=[CH:23][CH:22]=3)[C:30]2=[O:31])[CH:7]=[CH:8][CH:9]=1)([O-:3])=[O:2]. The catalyst class is: 3. (9) Reactant: C[N:2]([C:6]1[CH:7]=[C:8]2[CH:14]=[CH:13][N:12]([Si](C(C)C)(C(C)C)C(C)C)[C:9]2=[N:10][CH:11]=1)[C:3](=O)[CH3:4].Cl.[OH-].[Na+]. Product: [CH2:3]([NH:2][C:6]1[CH:7]=[C:8]2[CH:14]=[CH:13][NH:12][C:9]2=[N:10][CH:11]=1)[CH3:4]. The catalyst class is: 1. (10) Reactant: Cl[C:2]1[CH:7]=[N:6][N:5]2[C:8]([C:11]3[CH:12]=[C:13]([NH:17][C:18]([NH:20][CH2:21][C:22]([F:25])([F:24])[F:23])=[O:19])[CH:14]=[CH:15][CH:16]=3)=[CH:9][N:10]=[C:4]2[CH:3]=1.CC1(C)C(C)(C)OB([C:34]2[CH:35]=[N:36][N:37]([CH:39]([CH3:45])[C:40]([O:42]CC)=[O:41])[CH:38]=2)O1.[O-]P([O-])([O-])=O.[K+].[K+].[K+]. Product: [F:23][C:22]([F:25])([F:24])[CH2:21][NH:20][C:18]([NH:17][C:13]1[CH:12]=[C:11]([C:8]2[N:5]3[N:6]=[CH:7][C:2]([C:34]4[CH:35]=[N:36][N:37]([CH:39]([CH3:45])[C:40]([OH:42])=[O:41])[CH:38]=4)=[CH:3][C:4]3=[N:10][CH:9]=2)[CH:16]=[CH:15][CH:14]=1)=[O:19]. The catalyst class is: 70.